Dataset: Experimentally validated miRNA-target interactions with 360,000+ pairs, plus equal number of negative samples. Task: Binary Classification. Given a miRNA mature sequence and a target amino acid sequence, predict their likelihood of interaction. (1) The miRNA is hsa-miR-34b-3p with sequence CAAUCACUAACUCCACUGCCAU. The protein sequence of the target gene is MSLFFLWLVSYYVGTLGTHTEIKRVAEEKVTLPCHHQLGLPEKDTLDIEWLLTDNEGNQKVVITYSSRHVYNNLTEEQKGRVAFASNFLAGDASLQIEPLKPSDEGRYTCKVKNSGRYVWSHVILKVLVRPSKPKCELEGEPTEGSDLTLQCESASGTKPIVYYWQRIREKEGEDEHLPPKSRIDYNNPGRVLLQNLTMASSGLYQCTAGNEAGKESCVVRVTVQYVQSIGMVAGAVTGIVAGALLIFLLIWLLIRRKSKDRYEEEDRPNEIREDAEAPRARLVKPSSSSSGSRSSRSGS.... Result: 0 (no interaction). (2) The miRNA is mmu-miR-6913-3p with sequence UCUCUACUGAUUUGUCUCCUCAG. The protein sequence of the target gene is MEASSSGITNGKTKVFHPEGGVDLQGYQLDMQILPDGPKSDVDFSEILNAIQEMAKDVNILFDELEAVSSPCKDDDSLLHPGNLTSTSDDASRLEAGGETVPERNKSNGLYFRDGKCRIDYILVYRKSNPQTEKREVFERNIRAEGLQMEKESSLINSDIIFVKLHAPWEVLGRYAEQMNVRMPFRRKIYYLPRRYKFMSRIDKQISRFRRWLPKKPMRLDKETLPDLEENDCYTAPFSQQRIHHFIIHNKETFFNNATRSRIVHHILQRIKYEEGKNKIGLNRLLTNGSYEAAFPLHEG.... Result: 0 (no interaction). (3) The miRNA is hsa-miR-4775 with sequence UUAAUUUUUUGUUUCGGUCACU. The protein sequence of the target gene is MRTLEDSSGTVLHRLIQEQLRYGNLTETRTLLAIQQQALRGGAGTGGTGSPQASLEILAPEDSQVLQQATRQEPQGQEHQGGENHLAENTLYRLCPQPSKGEELPTYEEAKAHSQYYAAQQAGTRPHAGDRDPRGAPGGSRRQDEALRELRHGHVRSLSERLLQLSLERNGARAPSHMSSSHSFPQLARNQQGPPLRGPPAEGPESRGPPPQYPHVVLAHETTTAVTDPRYRARGSPHFQHAEVRILQAQVPPVFLQQQQQYQYLQQSQEHPPPPHPAALGHGPLSSLSPPAVEGPVSAQ.... Result: 1 (interaction). (4) The miRNA is hsa-miR-3192-3p with sequence CUCUGAUCGCCCUCUCAGCUC. The protein sequence of the target gene is MPSLLSTPKLAPVLARLRGLSGCMSCLQRRYSLQPAPVKKIPNRYLGQPSPVTHPHLLRPGEVTPGLSQVEYALRRHKLMALVHKEAQGHSGTDHTVVVLSNPTYYMSNDIPYTFHQDNNFLYLCGFQEPDSILVLQSFSGKQLPSHKAMLFVPRRDPGRELWDGPRSGTDGAIALTGVDEAYPLEEFQHLLPKLRAETNMVWYDWMKPSHAQLHSDYMQPLTEAKARSKNKVRSVQQLIQRLRLVKSPSEIKRMQIAGKLTSEAFIETMFASKAPIDEAFLYAKFEFECRARGADILAY.... Result: 0 (no interaction). (5) The miRNA is hsa-miR-485-5p with sequence AGAGGCUGGCCGUGAUGAAUUC. The protein sequence of the target gene is MVFSAVLTAFHTGTSNTTFVVYENTYMNITLPPPFQHPDLSPLLRYSFETMAPTGLSSLTVNSTAVPTTPAAFKSLNLPLQITLSAIMIFILFVSFLGNLVVCLMVYQKAAMRSAINILLASLAFADMLLAVLNMPFALVTILTTRWIFGKFFCRVSAMFFWLFVIEGVAILLIISIDRFLIIVQRQDKLNPYRAKVLIAVSWATSFCVAFPLAVGNPDLQIPSRAPQCVFGYTTNPGYQAYVILISLISFFIPFLVILYSFMGILNTLRHNALRIHSYPEGICLSQASKLGLMSLQRPF.... Result: 1 (interaction).